This data is from Rat liver microsome stability data. The task is: Regression/Classification. Given a drug SMILES string, predict its absorption, distribution, metabolism, or excretion properties. Task type varies by dataset: regression for continuous measurements (e.g., permeability, clearance, half-life) or binary classification for categorical outcomes (e.g., BBB penetration, CYP inhibition). Dataset: rlm. (1) The drug is Cn1cc(C=C2C(=O)NN=C2c2nccs2)c2c(OCc3cccc(F)c3F)cccc21. The result is 1 (stable in rat liver microsomes). (2) The drug is O=c1cc(-c2ccccc2)oc2cc(O)cc(O)c12. The result is 1 (stable in rat liver microsomes). (3) The molecule is COc1cc(N2CCN(C3CCN(c4cccc5cc(F)cnc45)CC3)CC2)c2ncccc2c1. The result is 1 (stable in rat liver microsomes). (4) The drug is COc1ccc(OC)c(-c2cc(C(=O)N3CCN(c4ncccn4)CC3)c3ccccc3n2)c1. The result is 1 (stable in rat liver microsomes). (5) The compound is COc1nccc(-c2nc(Nc3ccc(F)c(F)c3)c3ccccc3n2)c1Cl. The result is 0 (unstable in rat liver microsomes). (6) The result is 0 (unstable in rat liver microsomes). The drug is CC(=O)Nc1ccc(NS(=O)(=O)c2cccc(NC(=O)c3[nH]c(C)c(C(C)=O)c3C)c2)cc1. (7) The molecule is Cc1cccc(NC(=O)c2nn(C)c(-c3ccc(Cl)c(Cl)c3)c2C)n1. The result is 0 (unstable in rat liver microsomes). (8) The drug is Fc1cnc(-c2ccccc2C(F)F)nc1NCc1ccc(-n2ccnn2)cc1. The result is 1 (stable in rat liver microsomes).